Dataset: Forward reaction prediction with 1.9M reactions from USPTO patents (1976-2016). Task: Predict the product of the given reaction. (1) Given the reactants [O:1]=[C:2]([C:11]1[CH:16]=[CH:15][CH:14]=[CH:13][N:12]=1)[CH2:3][O:4][CH:5]1[CH2:10][CH2:9][CH2:8][CH2:7][O:6]1.[BH4-].[Na+], predict the reaction product. The product is: [N:12]1[CH:13]=[CH:14][CH:15]=[CH:16][C:11]=1[CH:2]([OH:1])[CH2:3][O:4][CH:5]1[CH2:10][CH2:9][CH2:8][CH2:7][O:6]1. (2) Given the reactants [NH2:1][C:2]1[CH:7]=[C:6]([C:8]2[S:9][CH:10]=[CH:11][CH:12]=2)[CH:5]=[CH:4][C:3]=1[NH:13][C:14](=[O:20])[O:15][C:16]([CH3:19])(C)C.[Cl:21][C:22]1[CH:29]=[CH:28][C:25]([CH2:26]Cl)=[CH:24][N:23]=1.CC[O:32]C(C)=O.N1[CH:41]=[CH:40]C=CC=1, predict the reaction product. The product is: [Cl:21][C:22]1[N:23]=[CH:24][C:25]([C:26]([NH:1][C:2]2[CH:7]=[C:6]([C:8]3[S:9][CH:10]=[CH:11][CH:12]=3)[CH:5]=[CH:4][C:3]=2[NH:13][C:14](=[O:20])[O:15][CH2:16][CH2:19][CH2:40][CH3:41])=[O:32])=[CH:28][CH:29]=1.